Dataset: Forward reaction prediction with 1.9M reactions from USPTO patents (1976-2016). Task: Predict the product of the given reaction. (1) Given the reactants [Cl:1][C:2]1[N:3]=[C:4]([C:9]([NH:11][C@@H:12]2[CH2:17][CH2:16][N:15](C(OC(C)(C)C)=O)[CH2:14][C@H:13]2[NH:25][CH:26]([CH2:29][CH3:30])[CH2:27][CH3:28])=[O:10])[NH:5][C:6]=1[CH2:7][CH3:8].Cl.O1CCOCC1.Br[C:39]1[S:40][C:41]2[C:47]([C:48]([O:50][CH2:51][CH3:52])=[O:49])=[CH:46][CH:45]=[CH:44][C:42]=2[N:43]=1.C(=O)([O-])[O-].[Na+].[Na+], predict the reaction product. The product is: [Cl:1][C:2]1[N:3]=[C:4]([C:9]([NH:11][C@@H:12]2[CH2:17][CH2:16][N:15]([C:39]3[S:40][C:41]4[C:47]([C:48]([O:50][CH2:51][CH3:52])=[O:49])=[CH:46][CH:45]=[CH:44][C:42]=4[N:43]=3)[CH2:14][C@H:13]2[NH:25][CH:26]([CH2:29][CH3:30])[CH2:27][CH3:28])=[O:10])[NH:5][C:6]=1[CH2:7][CH3:8]. (2) Given the reactants [Br:1][C:2]1[CH:7]=[CH:6][CH:5]=[C:4]([CH3:8])[N:3]=1.[S:9]1[CH2:14][CH2:13][CH:12]([CH:15]=[O:16])[CH2:11][CH2:10]1, predict the reaction product. The product is: [Br:1][C:2]1[N:3]=[C:4]([CH2:8][CH:15]([CH:12]2[CH2:13][CH2:14][S:9][CH2:10][CH2:11]2)[OH:16])[CH:5]=[CH:6][CH:7]=1. (3) Given the reactants [CH2:1]([O:3][C:4]1([C:7]2[CH:23]=[CH:22][C:10]([O:11][Si](C(C)C)(C(C)C)C(C)C)=[CH:9][C:8]=2[C:24]([CH3:27])([CH3:26])[CH3:25])[CH2:6][CH2:5]1)[CH3:2].[F-].C([N+](CCCC)(CCCC)CCCC)CCC, predict the reaction product. The product is: [CH2:1]([O:3][C:4]1([C:7]2[CH:23]=[CH:22][C:10]([OH:11])=[CH:9][C:8]=2[C:24]([CH3:25])([CH3:27])[CH3:26])[CH2:6][CH2:5]1)[CH3:2]. (4) Given the reactants [OH:1][OH:2].[F:3][C:4]([F:9])([F:8])[C:5]([OH:7])=O, predict the reaction product. The product is: [F:3][C:4]([F:9])([F:8])[C:5]([O:1][O:2][C:5](=[O:7])[C:4]([F:9])([F:8])[F:3])=[O:7]. (5) Given the reactants [F:1][C:2]1[C:10]([C:11]2[CH:16]=[CH:15][CH:14]=[C:13]([F:17])[CH:12]=2)=[CH:9][CH:8]=[C:7]([F:18])[C:3]=1[C:4]([OH:6])=O.C(Cl)(=O)C(Cl)=O.CN(C=O)C.[NH2:30][C:31]1[C:32]([F:39])=[C:33]([OH:38])[CH:34]=[CH:35][C:36]=1[F:37], predict the reaction product. The product is: [F:39][C:32]1[C:33]([OH:38])=[CH:34][CH:35]=[C:36]([F:37])[C:31]=1[NH:30][C:4](=[O:6])[C:3]1[C:7]([F:18])=[CH:8][CH:9]=[C:10]([C:11]2[CH:16]=[CH:15][CH:14]=[C:13]([F:17])[CH:12]=2)[C:2]=1[F:1].